Dataset: Forward reaction prediction with 1.9M reactions from USPTO patents (1976-2016). Task: Predict the product of the given reaction. (1) Given the reactants [P:1]([O-:42])([O-:41])([O:3][C:4](C(C)(C)C)(C(C)(C)C)[N:5]1[CH:10]=[CH:9][C:8]([NH:11][C:12](=[O:31])[C:13]2[CH:18]=[C:17]([Cl:19])[C:16]([Cl:20])=[CH:15][C:14]=2[O:21][C:22]2[CH:27]=[CH:26][C:25]([F:28])=[CH:24][C:23]=2[O:29][CH3:30])=[CH:7][C:6]1=[O:32])=[O:2].CC(O)=O, predict the reaction product. The product is: [P:1]([OH:41])([OH:42])([O:3][CH2:4][N:5]1[CH:10]=[CH:9][C:8]([NH:11][C:12](=[O:31])[C:13]2[CH:18]=[C:17]([Cl:19])[C:16]([Cl:20])=[CH:15][C:14]=2[O:21][C:22]2[CH:27]=[CH:26][C:25]([F:28])=[CH:24][C:23]=2[O:29][CH3:30])=[CH:7][C:6]1=[O:32])=[O:2]. (2) The product is: [Cl:26][C:27]1[CH:32]=[C:31]([NH:33][C:34]([N:17]2[C@@H:18]([CH3:21])[C:19](=[O:20])[N:14]([CH2:13][CH2:12][CH2:11][C:10]([N:8]3[CH2:7][CH2:6][C:3]4([CH2:4][CH2:5]4)[C@H:2]([OH:1])[CH2:9]3)=[O:25])[C@H:15]([C:22]([NH2:24])=[O:23])[CH2:16]2)=[O:35])[CH:30]=[CH:29][C:28]=1[C:36]([F:39])([F:38])[F:37]. Given the reactants [OH:1][C@@H:2]1[CH2:9][N:8]([C:10](=[O:25])[CH2:11][CH2:12][CH2:13][N:14]2[C:19](=[O:20])[C@H:18]([CH3:21])[NH:17][CH2:16][C@H:15]2[C:22]([NH2:24])=[O:23])[CH2:7][CH2:6][C:3]21[CH2:5][CH2:4]2.[Cl:26][C:27]1[CH:32]=[C:31]([N:33]=[C:34]=[O:35])[CH:30]=[CH:29][C:28]=1[C:36]([F:39])([F:38])[F:37], predict the reaction product. (3) The product is: [Cl:41][C:25]1[C:26]([NH:28][C:29]2[CH:34]=[CH:33][CH:32]=[CH:31][C:30]=2[S:35]([N:38]([CH3:40])[CH3:39])(=[O:37])=[O:36])=[N:27][C:22]([NH:20][C:4]2[CH:5]=[CH:6][C:7]3[CH2:13][CH:12]([N:14]4[CH2:19][CH2:18][O:17][CH2:16][CH2:15]4)[CH2:11][CH2:10][CH2:9][C:8]=3[C:3]=2[O:2][CH3:1])=[N:23][CH:24]=1. Given the reactants [CH3:1][O:2][C:3]1[C:8]2[CH2:9][CH2:10][CH2:11][CH:12]([N:14]3[CH2:19][CH2:18][O:17][CH2:16][CH2:15]3)[CH2:13][C:7]=2[CH:6]=[CH:5][C:4]=1[NH2:20].Cl[C:22]1[N:27]=[C:26]([NH:28][C:29]2[CH:34]=[CH:33][CH:32]=[CH:31][C:30]=2[S:35]([N:38]([CH3:40])[CH3:39])(=[O:37])=[O:36])[C:25]([Cl:41])=[CH:24][N:23]=1, predict the reaction product. (4) Given the reactants [CH2:1]([O:3][CH:4]([O:19][CH2:20][CH3:21])[C@@H:5]([NH:7][CH2:8][C:9]1[C:18]2[C:13](=[CH:14][CH:15]=[CH:16][CH:17]=2)[CH:12]=[CH:11][CH:10]=1)[CH3:6])[CH3:2].[CH:22]1[C:34]2[CH:33]([CH2:35][O:36][C:37]([NH:39][C@@H:40]([CH2:44][C:45]3[CH:50]=[CH:49][C:48]([O:51][C:52]([CH3:55])([CH3:54])[CH3:53])=[CH:47][CH:46]=3)[C:41](O)=[O:42])=[O:38])[C:32]3[C:27](=[CH:28][CH:29]=[CH:30][CH:31]=3)[C:26]=2[CH:25]=[CH:24][CH:23]=1, predict the reaction product. The product is: [C:52]([O:51][C:48]1[CH:47]=[CH:46][C:45]([CH2:44][C@H:40]([NH:39][C:37](=[O:38])[O:36][CH2:35][CH:33]2[C:34]3[CH:22]=[CH:23][CH:24]=[CH:25][C:26]=3[C:27]3[C:32]2=[CH:31][CH:30]=[CH:29][CH:28]=3)[C:41]([N:7]([C@@H:5]([CH3:6])[CH:4]([O:3][CH2:1][CH3:2])[O:19][CH2:20][CH3:21])[CH2:8][C:9]2[C:18]3[C:13](=[CH:14][CH:15]=[CH:16][CH:17]=3)[CH:12]=[CH:11][CH:10]=2)=[O:42])=[CH:50][CH:49]=1)([CH3:55])([CH3:53])[CH3:54]. (5) Given the reactants [Cl:1][C:2]1[CH:3]=[C:4]([C:10]2[N:11]=[C:12]3[C:17](=[CH:18][CH:19]=2)[N:16]=[CH:15][C:14]([C:20](=[O:23])[CH2:21][CH3:22])=[C:13]3[NH:24][C:25]2[CH:26]=[CH:27][C:28]([N:31]3[CH2:36][CH2:35][CH2:34][C@H:33]([NH:37]C(=O)OC(C)(C)C)[CH2:32]3)=[N:29][CH:30]=2)[CH:5]=[C:6]([F:9])[C:7]=1[OH:8].C(O)(C(F)(F)F)=O, predict the reaction product. The product is: [ClH:1].[ClH:1].[ClH:1].[NH2:37][C@H:33]1[CH2:34][CH2:35][CH2:36][N:31]([C:28]2[N:29]=[CH:30][C:25]([NH:24][C:13]3[C:12]4[C:17](=[CH:18][CH:19]=[C:10]([C:4]5[CH:5]=[C:6]([F:9])[C:7]([OH:8])=[C:2]([Cl:1])[CH:3]=5)[N:11]=4)[N:16]=[CH:15][C:14]=3[C:20](=[O:23])[CH2:21][CH3:22])=[CH:26][CH:27]=2)[CH2:32]1.